Dataset: Forward reaction prediction with 1.9M reactions from USPTO patents (1976-2016). Task: Predict the product of the given reaction. (1) Given the reactants [Mn]([O-])(=O)(=O)=[O:2].[K+].[Br:7][C:8]1[CH:13]=[C:12]([F:14])[C:11]([O:15][CH3:16])=[CH:10][C:9]=1[CH3:17].[OH2:18], predict the reaction product. The product is: [Br:7][C:8]1[CH:13]=[C:12]([F:14])[C:11]([O:15][CH3:16])=[CH:10][C:9]=1[C:17]([OH:2])=[O:18]. (2) Given the reactants [CH3:1][O:2][C:3]1[CH:8]=[C:7]([CH3:9])[NH:6][C:5](=[O:10])[C:4]=1[CH2:11][NH:12][C:13]([C:15]1[C:23]2[C:18](=[CH:19][CH:20]=[CH:21][CH:22]=2)[N:17]([CH:24]([CH:26]2[CH2:31][CH2:30][N:29](C(OC(C)(C)C)=O)[CH2:28][CH2:27]2)[CH3:25])[C:16]=1[CH3:39])=[O:14].CO.[ClH:42], predict the reaction product. The product is: [ClH:42].[CH3:1][O:2][C:3]1[CH:8]=[C:7]([CH3:9])[NH:6][C:5](=[O:10])[C:4]=1[CH2:11][NH:12][C:13]([C:15]1[C:23]2[C:18](=[CH:19][CH:20]=[CH:21][CH:22]=2)[N:17]([CH:24]([CH:26]2[CH2:27][CH2:28][NH:29][CH2:30][CH2:31]2)[CH3:25])[C:16]=1[CH3:39])=[O:14]. (3) Given the reactants [CH:1]12[CH2:7][CH:4]([CH2:5][CH2:6]1)[C:3](=O)[C:2]2=O.COP([CH2:16][C:17]([C:19]1[CH:24]=[C:23]([F:25])[CH:22]=[CH:21][C:20]=1[C:26]([F:29])([F:28])[F:27])=O)(=O)OC.O.[NH2:31][NH2:32], predict the reaction product. The product is: [F:25][C:23]1[CH:22]=[CH:21][C:20]([C:26]([F:29])([F:28])[F:27])=[C:19]([C:17]2[CH:16]=[C:3]3[C:2]([CH:1]4[CH2:7][CH:4]3[CH2:5][CH2:6]4)=[N:32][N:31]=2)[CH:24]=1. (4) Given the reactants Br[C:2]1[C:3]([F:28])=[C:4]([N:8]2[CH:13]=[C:12]([O:14][CH3:15])[C:11](=[O:16])[C:10]([C:17]3[N:21]([C:22]4[CH:27]=[CH:26][CH:25]=[CH:24][CH:23]=4)[N:20]=[CH:19][CH:18]=3)=[N:9]2)[CH:5]=[CH:6][CH:7]=1.Cl.[F:30][C:31]1([F:35])[CH2:34][NH:33][CH2:32]1.CC([O-])(C)C.[Na+].CC1(C)C2C(=C(P(C3C=CC=CC=3)C3C=CC=CC=3)C=CC=2)OC2C(P(C3C=CC=CC=3)C3C=CC=CC=3)=CC=CC1=2, predict the reaction product. The product is: [F:30][C:31]1([F:35])[CH2:34][N:33]([C:2]2[C:3]([F:28])=[C:4]([N:8]3[CH:13]=[C:12]([O:14][CH3:15])[C:11](=[O:16])[C:10]([C:17]4[N:21]([C:22]5[CH:27]=[CH:26][CH:25]=[CH:24][CH:23]=5)[N:20]=[CH:19][CH:18]=4)=[N:9]3)[CH:5]=[CH:6][CH:7]=2)[CH2:32]1. (5) Given the reactants [Br:1][C:2]1[CH:3]=[C:4]([NH2:8])[CH:5]=[N:6][CH:7]=1.[CH3:9][C:10]([CH3:12])=O.CC(O)=O.[BH3-]C#N.[Na+], predict the reaction product. The product is: [Br:1][C:2]1[CH:3]=[C:4]([NH:8][CH:10]([CH3:12])[CH3:9])[CH:5]=[N:6][CH:7]=1. (6) Given the reactants [C:1](=[O:12])([O:7][C:8]([CH3:11])([CH3:10])[CH3:9])OC(C)(C)C.[CH3:13][C:14]1[NH:15][C:16]2[C:21]([C:22]=1[CH2:23][C@@H:24]1[NH:28][CH2:27][C@H:26]([OH:29])[CH2:25]1)=[CH:20][CH:19]=[CH:18][CH:17]=2.C(N(CC)CC)C, predict the reaction product. The product is: [C:8]([O:7][C:1]([N:28]1[CH2:27][C@H:26]([OH:29])[CH2:25][C@@H:24]1[CH2:23][C:22]1[C:21]2[C:16](=[CH:17][CH:18]=[CH:19][CH:20]=2)[NH:15][C:14]=1[CH3:13])=[O:12])([CH3:9])([CH3:10])[CH3:11]. (7) The product is: [NH:11]1[CH:15]=[CH:14][N:13]=[C:12]1[CH2:2][C:3]1[CH:8]=[CH:7][C:6]([C:9]#[N:10])=[CH:5][CH:4]=1. Given the reactants Br[CH2:2][C:3]1[CH:8]=[CH:7][C:6]([C:9]#[N:10])=[CH:5][CH:4]=1.[NH:11]1[CH:15]=[CH:14][N:13]=[CH:12]1, predict the reaction product. (8) Given the reactants C(Cl)(=O)C(Cl)=O.CS(C)=O.[CH2:11]([O:18][C@H:19]1[C@H:24]([O:25][CH2:26][C:27]2[CH:32]=[CH:31][CH:30]=[CH:29][CH:28]=2)[C@@H:23]([O:33][CH2:34][C:35]2[CH:40]=[CH:39][CH:38]=[CH:37][CH:36]=2)[C@@:22]([C:43]2[CH:48]=[CH:47][C:46]([Cl:49])=[C:45]([CH2:50][C:51]3[CH:56]=[CH:55][C:54]([O:57][C:58]([F:61])([F:60])[F:59])=[CH:53][CH:52]=3)[CH:44]=2)([O:41][CH3:42])[O:21][C@@H:20]1[CH2:62][OH:63])[C:12]1[CH:17]=[CH:16][CH:15]=[CH:14][CH:13]=1.C(N(CC)CC)C, predict the reaction product. The product is: [CH2:11]([O:18][C@H:19]1[C@H:24]([O:25][CH2:26][C:27]2[CH:32]=[CH:31][CH:30]=[CH:29][CH:28]=2)[C@@H:23]([O:33][CH2:34][C:35]2[CH:40]=[CH:39][CH:38]=[CH:37][CH:36]=2)[C@@:22]([C:43]2[CH:48]=[CH:47][C:46]([Cl:49])=[C:45]([CH2:50][C:51]3[CH:52]=[CH:53][C:54]([O:57][C:58]([F:60])([F:61])[F:59])=[CH:55][CH:56]=3)[CH:44]=2)([O:41][CH3:42])[O:21][C@@H:20]1[CH:62]=[O:63])[C:12]1[CH:13]=[CH:14][CH:15]=[CH:16][CH:17]=1.